From a dataset of Full USPTO retrosynthesis dataset with 1.9M reactions from patents (1976-2016). Predict the reactants needed to synthesize the given product. (1) Given the product [F:3][C:4]1[CH:9]=[C:8]([N+:10]([O-:12])=[O:11])[CH:7]=[CH:6][C:5]=1[O:13][C:19]1[CH:20]=[CH:15][N:16]=[C:17]([NH:21][CH2:22][CH2:23][CH2:24][OH:25])[N:18]=1, predict the reactants needed to synthesize it. The reactants are: [H-].[Na+].[F:3][C:4]1[CH:9]=[C:8]([N+:10]([O-:12])=[O:11])[CH:7]=[CH:6][C:5]=1[OH:13].Cl[C:15]1[CH:20]=[CH:19][N:18]=[C:17]([NH:21][CH2:22][CH2:23][CH2:24][OH:25])[N:16]=1. (2) Given the product [Cl:25][CH2:24][CH2:23][CH2:22][N:6]1[C:5]2[CH:4]=[C:3]([C:2]([F:1])([F:17])[F:18])[CH:16]=[CH:15][C:14]=2[S:13][C:12]2[C:7]1=[CH:8][CH:9]=[CH:10][CH:11]=2, predict the reactants needed to synthesize it. The reactants are: [F:1][C:2]([F:18])([F:17])[C:3]1[CH:16]=[CH:15][C:14]2[S:13][C:12]3[C:7](=[CH:8][CH:9]=[CH:10][CH:11]=3)[NH:6][C:5]=2[CH:4]=1.[H-].[Na+].Br[CH2:22][CH2:23][CH2:24][Cl:25]. (3) Given the product [C:20]([C@H:17]1[CH2:18][CH2:19][C@H:14]([O:13][C:8]2[CH:7]=[CH:6][C:5]3[C:10](=[CH:11][CH:12]=[C:3]([CH2:1][NH:24][CH2:25][CH2:26][C:27]([OH:29])=[O:28])[CH:4]=3)[N:9]=2)[CH2:15][CH2:16]1)([CH3:23])([CH3:22])[CH3:21], predict the reactants needed to synthesize it. The reactants are: [CH:1]([C:3]1[CH:4]=[C:5]2[C:10](=[CH:11][CH:12]=1)[N:9]=[C:8]([O:13][C@H:14]1[CH2:19][CH2:18][C@H:17]([C:20]([CH3:23])([CH3:22])[CH3:21])[CH2:16][CH2:15]1)[CH:7]=[CH:6]2)=O.[NH2:24][CH2:25][CH2:26][C:27]([OH:29])=[O:28].C([BH3-])#N.[Na+]. (4) Given the product [Cl:1][C:2]1[CH:3]=[C:4](/[CH:5]=[CH:6]/[C:7]([N:16]2[CH2:17][CH2:18][C:19](=[O:22])[NH:20][CH2:21][C@H:15]2[CH3:14])=[O:9])[CH:10]=[CH:11][C:12]=1[Cl:13], predict the reactants needed to synthesize it. The reactants are: [Cl:1][C:2]1[CH:3]=[C:4]([CH:10]=[CH:11][C:12]=1[Cl:13])/[CH:5]=[CH:6]/[C:7]([OH:9])=O.[CH3:14][C@@H:15]1[CH2:21][NH:20][C:19](=[O:22])[CH2:18][CH2:17][NH:16]1. (5) Given the product [Cl:1][C:2]1[CH:42]=[CH:41][C:5]([CH2:6][NH:7][C:8]([C:10]2[C:11](=[O:40])[C:12]3[S:19][C:18]([CH2:20][N:21]([CH2:23][CH:24]([OH:31])[C:25]4[CH:30]=[N:29][CH:28]=[CH:27][N:26]=4)[CH3:22])=[C:17]([CH2:32][OH:33])[C:13]=3[N:14]([CH3:16])[CH:15]=2)=[O:9])=[CH:4][CH:3]=1, predict the reactants needed to synthesize it. The reactants are: [Cl:1][C:2]1[CH:42]=[CH:41][C:5]([CH2:6][NH:7][C:8]([C:10]2[C:11](=[O:40])[C:12]3[S:19][C:18]([CH2:20][N:21]([CH2:23][CH:24]([OH:31])[C:25]4[CH:30]=[N:29][CH:28]=[CH:27][N:26]=4)[CH3:22])=[C:17]([CH2:32][O:33]CC[Si](C)(C)C)[C:13]=3[N:14]([CH3:16])[CH:15]=2)=[O:9])=[CH:4][CH:3]=1.C([O-])(O)=O.[Na+].[OH-].[Na+]. (6) Given the product [CH:9]([O:12][C:13](=[O:17])[C:6]([CH3:7])([CH3:8])[CH2:21][C:20]#[CH:19])([CH3:11])[CH3:10], predict the reactants needed to synthesize it. The reactants are: [Li+].CC([N-][CH:6]([CH3:8])[CH3:7])C.[CH:9]([O:12][C:13](=[O:17])C(C)C)([CH3:11])[CH3:10].Br[CH2:19][C:20]#[CH:21].O. (7) Given the product [C:1]([C:5]1[CH:20]=[CH:19][C:8]([C:9]([NH:11][C:12]2[CH:13]=[N:14][CH:15]=[CH:16][C:17]=2[NH:18][C:27](=[O:36])[C:28]2[CH:33]=[CH:32][C:31]([O:34][CH3:35])=[CH:30][CH:29]=2)=[O:10])=[CH:7][CH:6]=1)([CH3:4])([CH3:2])[CH3:3], predict the reactants needed to synthesize it. The reactants are: [C:1]([C:5]1[CH:20]=[CH:19][C:8]([C:9]([NH:11][C:12]2[CH:13]=[N:14][CH:15]=[CH:16][C:17]=2[NH2:18])=[O:10])=[CH:7][CH:6]=1)([CH3:4])([CH3:3])[CH3:2].N1C=CC=CC=1.[C:27](Cl)(=[O:36])[C:28]1[CH:33]=[CH:32][C:31]([O:34][CH3:35])=[CH:30][CH:29]=1. (8) Given the product [CH3:1][C:2]([CH3:31])([CH3:30])[CH2:3][N:4]([C:23]1[CH:28]=[CH:27][CH:26]=[C:25]([CH3:29])[N:24]=1)[C:5](=[O:22])[C:6]1[CH:11]=[CH:10][C:9]([O:12][CH3:13])=[CH:8][C:7]=1[N:14]1[CH2:15][CH2:16][CH:17]([CH:20]=[O:21])[CH2:18][CH2:19]1, predict the reactants needed to synthesize it. The reactants are: [CH3:1][C:2]([CH3:31])([CH3:30])[CH2:3][N:4]([C:23]1[CH:28]=[CH:27][CH:26]=[C:25]([CH3:29])[N:24]=1)[C:5](=[O:22])[C:6]1[CH:11]=[CH:10][C:9]([O:12][CH3:13])=[CH:8][C:7]=1[N:14]1[CH2:19][CH2:18][CH:17]([CH2:20][OH:21])[CH2:16][CH2:15]1.C(N(CC)CC)C.